Dataset: Catalyst prediction with 721,799 reactions and 888 catalyst types from USPTO. Task: Predict which catalyst facilitates the given reaction. Reactant: [N:1]1([CH2:7][CH2:8][NH2:9])[CH2:6][CH2:5][CH2:4][CH2:3][CH2:2]1.[N+]([N:13]1[CH:21]=[C:20]2[C:15]([CH:16]=[C:17]([N+:22]([O-:24])=[O:23])[CH:18]=[CH:19]2)=[N:14]1)([O-])=O. Product: [N+:22]([C:17]1[CH:16]=[C:15]2[C:20]([C:21]([NH:9][CH2:8][CH2:7][N:1]3[CH2:6][CH2:5][CH2:4][CH2:3][CH2:2]3)=[N:13][NH:14]2)=[CH:19][CH:18]=1)([O-:24])=[O:23]. The catalyst class is: 1.